Dataset: Full USPTO retrosynthesis dataset with 1.9M reactions from patents (1976-2016). Task: Predict the reactants needed to synthesize the given product. (1) Given the product [CH3:24][O:23][C:21]([CH:17]1[CH2:18][CH2:19][CH2:20][CH:15]([NH:14][C:12]([C:3]2[CH:4]=[C:5]([CH:10]=[CH:11][C:2]=2[O:1][CH2:26][CH2:27][CH2:28][C:29]2[CH:34]=[CH:33][C:32]([O:35][CH2:36][C:37]#[C:38][CH2:39][O:40][C:41]3[CH:42]=[CH:43][CH:44]=[CH:45][CH:46]=3)=[CH:31][CH:30]=2)[C:6]([O:8][CH3:9])=[O:7])=[O:13])[CH2:16]1)=[O:22], predict the reactants needed to synthesize it. The reactants are: [OH:1][C:2]1[CH:11]=[CH:10][C:5]([C:6]([O:8][CH3:9])=[O:7])=[CH:4][C:3]=1[C:12]([NH:14][CH:15]1[CH2:20][CH2:19][CH2:18][CH:17]([C:21]([O:23][CH3:24])=[O:22])[CH2:16]1)=[O:13].Br[CH2:26][CH2:27][CH2:28][C:29]1[CH:34]=[CH:33][C:32]([O:35][CH2:36][C:37]#[C:38][CH2:39][O:40][C:41]2[CH:46]=[CH:45][CH:44]=[CH:43][CH:42]=2)=[CH:31][CH:30]=1. (2) Given the product [CH2:29]([O:33][CH2:34][CH2:35][O:36][C:37]1[CH:38]=[CH:39][C:40]([C:2]2[CH:3]=[CH:4][C:5]([N:18]3[CH2:22][CH2:21][CH:20]([CH2:23][C:24]([O:26][CH2:27][CH3:28])=[O:25])[CH2:19]3)=[C:6](/[CH:8]=[C:9](\[CH3:17])/[C:10]([O:12][C:13]([CH3:15])([CH3:16])[CH3:14])=[O:11])[CH:7]=2)=[CH:41][CH:42]=1)[CH2:30][CH2:31][CH3:32], predict the reactants needed to synthesize it. The reactants are: Br[C:2]1[CH:3]=[CH:4][C:5]([N:18]2[CH2:22][CH2:21][CH:20]([CH2:23][C:24]([O:26][CH2:27][CH3:28])=[O:25])[CH2:19]2)=[C:6](/[CH:8]=[C:9](\[CH3:17])/[C:10]([O:12][C:13]([CH3:16])([CH3:15])[CH3:14])=[O:11])[CH:7]=1.[CH2:29]([O:33][CH2:34][CH2:35][O:36][C:37]1[CH:42]=[CH:41][C:40](OB(O)O)=[CH:39][CH:38]=1)[CH2:30][CH2:31][CH3:32].C(=O)([O-])[O-].[K+].[K+]. (3) The reactants are: [CH:1]([C:4]1[CH:9]=[CH:8][CH:7]=[C:6]([CH:10]([CH3:12])[CH3:11])[C:5]=1[N:13]=[C:14]=[N:15][C:16]1[C:21]([CH:22]([CH3:24])[CH3:23])=[CH:20][CH:19]=[CH:18][C:17]=1[CH:25]([CH3:27])[CH3:26])([CH3:3])[CH3:2].[CH2:28]([N:30]([CH2:32][CH3:33])[OH:31])[CH3:29].[OH-].[Na+]. Given the product [CH:22]([C:21]1[CH:20]=[CH:19][CH:18]=[C:17]([CH:25]([CH3:27])[CH3:26])[C:16]=1[NH:15][C:14](=[N:13][C:5]1[C:6]([CH:10]([CH3:12])[CH3:11])=[CH:7][CH:8]=[CH:9][C:4]=1[CH:1]([CH3:3])[CH3:2])[O:31][N:30]([CH2:32][CH3:33])[CH2:28][CH3:29])([CH3:24])[CH3:23], predict the reactants needed to synthesize it. (4) The reactants are: Br[CH2:2][C:3]1[C:12]2[C:7](=[C:8]([F:13])[CH:9]=[CH:10][CH:11]=2)[NH:6][C:5](=[O:14])[CH:4]=1.[F:15][C:16]1[CH:17]=[C:18]([CH:20]=[CH:21][C:22]=1[F:23])[NH2:19].[CH3:24][C:25]1[N:26]=[CH:27][S:28][C:29]=1[C:30](O)=[O:31]. Given the product [F:15][C:16]1[CH:17]=[C:18]([N:19]([CH2:2][C:3]2[C:12]3[C:7](=[C:8]([F:13])[CH:9]=[CH:10][CH:11]=3)[NH:6][C:5](=[O:14])[CH:4]=2)[C:30]([C:29]2[S:28][CH:27]=[N:26][C:25]=2[CH3:24])=[O:31])[CH:20]=[CH:21][C:22]=1[F:23], predict the reactants needed to synthesize it.